From a dataset of Full USPTO retrosynthesis dataset with 1.9M reactions from patents (1976-2016). Predict the reactants needed to synthesize the given product. (1) Given the product [NH2:31][C:14]1[N:15]=[CH:16][C:17]([C:19]2[CH:24]=[CH:23][C:22]([P:25]([CH3:28])([CH3:27])=[O:26])=[CH:21][C:20]=2[OH:29])=[CH:18][C:13]=1[O:12][CH:10]([C:3]1[C:4]([Cl:9])=[CH:5][CH:6]=[C:7]([F:8])[C:2]=1[Cl:1])[CH3:11], predict the reactants needed to synthesize it. The reactants are: [Cl:1][C:2]1[C:7]([F:8])=[CH:6][CH:5]=[C:4]([Cl:9])[C:3]=1[CH:10]([O:12][C:13]1[C:14]([NH2:31])=[N:15][CH:16]=[C:17]([C:19]2[CH:24]=[CH:23][C:22]([P:25]([CH3:28])([CH3:27])=[O:26])=[CH:21][C:20]=2[O:29]C)[CH:18]=1)[CH3:11].Cl.N1C=CC=CC=1. (2) Given the product [C:1]([CH2:14][C:15]([CH2:18][CH2:19][S:20]([NH:30][CH2:29][CH2:28][CH2:27][N:25]([CH3:26])[CH3:24])(=[O:22])=[O:21])([F:17])[F:16])([C:4]([C:7]([C:10]([F:13])([F:12])[F:11])([F:9])[F:8])([F:6])[F:5])([F:3])[F:2], predict the reactants needed to synthesize it. The reactants are: [C:1]([CH2:14][C:15]([CH2:18][CH2:19][S:20](Cl)(=[O:22])=[O:21])([F:17])[F:16])([C:4]([C:7]([C:10]([F:13])([F:12])[F:11])([F:9])[F:8])([F:6])[F:5])([F:3])[F:2].[CH3:24][N:25]([CH2:27][CH2:28][CH2:29][NH2:30])[CH3:26]. (3) Given the product [Cl:14][C:4]1[C:5]2[CH:10]=[CH:9][NH:8][C:6]=2[N:7]=[C:2]([NH2:1])[N:3]=1, predict the reactants needed to synthesize it. The reactants are: [NH2:1][C:2]1[NH:3][C:4](=O)[C:5]2[CH:10]=[CH:9][NH:8][C:6]=2[N:7]=1.P(Cl)(Cl)([Cl:14])=O. (4) Given the product [Cl:1][C:2]1[CH:7]=[CH:6][C:5]([C:8]2[N:12]([C:13]3[CH:19]=[CH:18][CH:17]=[CH:16][C:14]=3[N:15]3[CH2:43][CH2:42][CH2:41][CH2:40]3)[N:11]=[C:10]([CH:20]3[CH2:25][C:24]([CH3:27])([CH3:26])[O:23][C:22]([CH3:29])([CH3:28])[CH2:21]3)[CH:9]=2)=[CH:4][CH:3]=1, predict the reactants needed to synthesize it. The reactants are: [Cl:1][C:2]1[CH:7]=[CH:6][C:5]([C:8]2[N:12]([C:13]3[CH:19]=[CH:18][CH:17]=[CH:16][C:14]=3[NH2:15])[N:11]=[C:10]([CH:20]3[CH2:25][C:24]([CH3:27])([CH3:26])[O:23][C:22]([CH3:29])([CH3:28])[CH2:21]3)[CH:9]=2)=[CH:4][CH:3]=1.C(N(C(C)C)CC)(C)C.Br[CH2:40][CH2:41][CH2:42][CH2:43]Br. (5) Given the product [Cl:1][C:2]1[C:3]([S:32]([NH:34][C:38](=[O:39])[NH:37][CH2:35][CH3:36])=[O:33])=[N:4][CH:5]=[C:6]([C:17]([N:19]2[CH2:24][CH2:23][CH:22]([C:25]3[CH:26]=[CH:27][C:28]([F:31])=[CH:29][CH:30]=3)[CH2:21][CH2:20]2)=[O:18])[C:7]=1[NH:8][C:9]1[CH:14]=[CH:13][C:12]([F:15])=[CH:11][C:10]=1[CH3:16], predict the reactants needed to synthesize it. The reactants are: [Cl:1][C:2]1[C:3]([S:32]([NH2:34])=[O:33])=[N:4][CH:5]=[C:6]([C:17]([N:19]2[CH2:24][CH2:23][CH:22]([C:25]3[CH:30]=[CH:29][C:28]([F:31])=[CH:27][CH:26]=3)[CH2:21][CH2:20]2)=[O:18])[C:7]=1[NH:8][C:9]1[CH:14]=[CH:13][C:12]([F:15])=[CH:11][C:10]=1[CH3:16].[CH2:35]([N:37]=[C:38]=[O:39])[CH3:36].